Dataset: Catalyst prediction with 721,799 reactions and 888 catalyst types from USPTO. Task: Predict which catalyst facilitates the given reaction. (1) Reactant: [CH2:1]([C:4]1[S:5][C:6]2[C:15]3[CH:14]=[CH:13][C:12]([OH:16])=[CH:11][C:10]=3[N:9]=[CH:8][C:7]=2[N:17]=1)[CH2:2][CH3:3].C(=O)([O-])[O-].[Cs+].[Cs+].I[CH2:25][CH2:26][NH:27][C:28](=[O:34])[O:29][C:30]([CH3:33])([CH3:32])[CH3:31]. Product: [CH2:1]([C:4]1[S:5][C:6]2[C:15]3[CH:14]=[CH:13][C:12]([O:16][CH2:25][CH2:26][NH:27][C:28](=[O:34])[O:29][C:30]([CH3:33])([CH3:32])[CH3:31])=[CH:11][C:10]=3[N:9]=[CH:8][C:7]=2[N:17]=1)[CH2:2][CH3:3]. The catalyst class is: 3. (2) Product: [CH:21]([C:18]1[N:17]=[C:16]([N:13]2[CH2:14][CH2:15][CH:10]([O:9][C:7]3[S:8][C:4]4[CH:3]=[C:2]([C:34]5[CH2:39][CH2:38][N:37]([C:40]([O:42][C:43]([CH3:46])([CH3:45])[CH3:44])=[O:41])[CH2:36][CH:35]=5)[CH:25]=[CH:24][C:5]=4[N:6]=3)[CH2:11][CH2:12]2)[O:20][N:19]=1)([CH3:23])[CH3:22]. Reactant: Br[C:2]1[CH:25]=[CH:24][C:5]2[N:6]=[C:7]([O:9][CH:10]3[CH2:15][CH2:14][N:13]([C:16]4[O:20][N:19]=[C:18]([CH:21]([CH3:23])[CH3:22])[N:17]=4)[CH2:12][CH2:11]3)[S:8][C:4]=2[CH:3]=1.CC1(C)C(C)(C)OB([C:34]2[CH2:39][CH2:38][N:37]([C:40]([O:42][C:43]([CH3:46])([CH3:45])[CH3:44])=[O:41])[CH2:36][CH:35]=2)O1.C(=O)([O-])[O-].[K+].[K+]. The catalyst class is: 70. (3) Reactant: I(Cl)(=O)=O.I([Cl:8])(=O)=O.C([N+](C)(C)C)C1C=CC=CC=1.[CH:20]1([O:25][C:26]2[CH:27]=[C:28]([C:34](=[O:36])[CH3:35])[CH:29]=[CH:30][C:31]=2[O:32][CH3:33])[CH2:24][CH2:23][CH2:22][CH2:21]1. Product: [Cl:8][CH2:35][C:34]([C:28]1[CH:29]=[CH:30][C:31]([O:32][CH3:33])=[C:26]([O:25][CH:20]2[CH2:21][CH2:22][CH2:23][CH2:24]2)[CH:27]=1)=[O:36]. The catalyst class is: 1. (4) Reactant: [C:1]1([C:7]2[N:12]=[C:11]3[S:13][C:14]4[CH2:18][CH2:17][CH2:16][C:15]=4[C:10]3=[C:9]([C:19]3[CH:24]=[CH:23][C:22]([CH3:25])=[CH:21][CH:20]=3)[C:8]=2[CH:26]([CH2:31][CH2:32][CH3:33])[C:27]([O:29]C)=[O:28])[CH:6]=[CH:5][CH:4]=[CH:3][CH:2]=1.[OH-].[Na+]. Product: [C:1]1([C:7]2[N:12]=[C:11]3[S:13][C:14]4[CH2:18][CH2:17][CH2:16][C:15]=4[C:10]3=[C:9]([C:19]3[CH:20]=[CH:21][C:22]([CH3:25])=[CH:23][CH:24]=3)[C:8]=2[CH:26]([CH2:31][CH2:32][CH3:33])[C:27]([OH:29])=[O:28])[CH:6]=[CH:5][CH:4]=[CH:3][CH:2]=1. The catalyst class is: 5. (5) Reactant: [Cl:1][C:2]1[CH:3]=[C:4]([N:9]2[CH2:14][CH2:13][S:12]/[C:11](=[CH:15]\[C:16]3[CH:21]=[CH:20][CH:19]=[CH:18][C:17]=3[N:22]3[CH2:27][CH2:26][N:25]([CH3:28])[CH2:24][CH2:23]3)/[C:10]2=[O:29])[CH:5]=[CH:6][C:7]=1[Cl:8].[C:30]([OH:42])(=[O:41])[CH2:31][C:32]([CH2:37][C:38]([OH:40])=[O:39])([C:34]([OH:36])=[O:35])[OH:33]. Product: [C:30]([OH:42])(=[O:41])[CH2:31][C:32]([CH2:37][C:38]([OH:40])=[O:39])([C:34]([OH:36])=[O:35])[OH:33].[Cl:1][C:2]1[CH:3]=[C:4]([N:9]2[CH2:14][CH2:13][S:12]/[C:11](=[CH:15]\[C:16]3[CH:21]=[CH:20][CH:19]=[CH:18][C:17]=3[N:22]3[CH2:27][CH2:26][N:25]([CH3:28])[CH2:24][CH2:23]3)/[C:10]2=[O:29])[CH:5]=[CH:6][C:7]=1[Cl:8]. The catalyst class is: 32. (6) Reactant: C(O[C:6](=O)[NH:7][C@@H:8]([C:20]1[CH:25]=[CH:24][C:23]([O:26][CH2:27][CH2:28][O:29][CH:30]2[CH2:35][CH2:34][CH2:33][CH2:32][O:31]2)=[CH:22][CH:21]=1)[C:9]([N:11]1[CH2:15][CH2:14][C@H:13]([O:16][CH2:17][CH2:18][OH:19])[CH2:12]1)=O)(C)(C)C.[H-].[Al+3].[Li+].[H-].[H-].[H-].C(=O)([O-])[O-].[Na+].[Na+].ClCCl. Product: [CH3:6][NH:7][C@@H:8]([C:20]1[CH:25]=[CH:24][C:23]([O:26][CH2:27][CH2:28][O:29][CH:30]2[CH2:35][CH2:34][CH2:33][CH2:32][O:31]2)=[CH:22][CH:21]=1)[CH2:9][N:11]1[CH2:15][CH2:14][C@H:13]([O:16][CH2:17][CH2:18][OH:19])[CH2:12]1. The catalyst class is: 7.